This data is from Retrosynthesis with 50K atom-mapped reactions and 10 reaction types from USPTO. The task is: Predict the reactants needed to synthesize the given product. (1) The reactants are: FC(F)(F)c1n[nH]c2c1CCCC2.N#CCc1ccc(Br)cc1. Given the product N#CCc1ccc(-n2nc(C(F)(F)F)c3c2CCCC3)cc1, predict the reactants needed to synthesize it. (2) Given the product CC1(C)C[C@@]2(N=C(N)OCC2(F)F)c2cc(NC(=O)c3ccc(C#N)cn3)ccc2O1, predict the reactants needed to synthesize it. The reactants are: CC1(C)C[C@@]2(N=C(N)OCC2(F)F)c2cc(N)ccc2O1.N#Cc1ccc(C(=O)O)nc1. (3) Given the product Cc1cc(-n2ncc3cc(-c4cc(C(=O)NC5CC5)cc(F)c4C)ccc32)nc(C)n1, predict the reactants needed to synthesize it. The reactants are: Cc1c(F)cc(C(=O)NC2CC2)cc1-c1ccc(F)c(C=O)c1.Cc1cc(NN)nc(C)n1. (4) Given the product OCc1nnc2n1-c1ccc(Cl)cc1C(c1ccccc1)=NC2, predict the reactants needed to synthesize it. The reactants are: CCCCC(=O)OC(=O)CCCC. (5) Given the product COc1ccc([C@@H]2Sc3ccccc3NC(=O)[C@@H]2O)cc1, predict the reactants needed to synthesize it. The reactants are: COc1ccc(C2Sc3ccccc3NC(=O)C2=O)cc1. (6) Given the product Cc1cc(Br)sc1CO, predict the reactants needed to synthesize it. The reactants are: CC(=O)OCc1sc(Br)cc1C. (7) Given the product CCN(CC1CCCC1)c1ncc(/C=C/C(=O)OC)cc1CN(Cc1cc(C(F)(F)F)cc(C(F)(F)F)c1)c1nnn(C)n1, predict the reactants needed to synthesize it. The reactants are: C=CC(=O)OC.CCN(CC1CCCC1)c1ncc(Br)cc1CN(Cc1cc(C(F)(F)F)cc(C(F)(F)F)c1)c1nnn(C)n1. (8) Given the product Cc1ccc(C(F)(F)c2noc([C@H]3CC[C@H](N)C3)n2)cc1, predict the reactants needed to synthesize it. The reactants are: Cc1ccc(C(F)(F)c2noc([C@H]3CC[C@H](NC(=O)OC(C)(C)C)C3)n2)cc1.